From a dataset of Full USPTO retrosynthesis dataset with 1.9M reactions from patents (1976-2016). Predict the reactants needed to synthesize the given product. (1) The reactants are: N(C(OCC)=O)=NC(OCC)=O.[Cl:13][C:14]1[CH:33]=[CH:32][C:17]([NH:18][C:19]2[C:28]3[C:23](=[CH:24][C:25]([OH:31])=[C:26]([O:29][CH3:30])[CH:27]=3)[N:22]=[CH:21][N:20]=2)=[C:16]([F:34])[CH:15]=1.C1(P(C2C=CC=CC=2)C2C=CC=CC=2)C=CC=CC=1.O[CH2:55][CH2:56][CH2:57][N:58]1[CH2:62][CH2:61][CH2:60][C@H:59]1[C:63](=[O:67])[N:64]([CH3:66])[CH3:65]. Given the product [ClH:13].[Cl:13][C:14]1[CH:33]=[CH:32][C:17]([NH:18][C:19]2[C:28]3[C:23](=[CH:24][C:25]([O:31][CH2:55][CH2:56][CH2:57][N:58]4[CH2:62][CH2:61][CH2:60][C@H:59]4[C:63](=[O:67])[N:64]([CH3:65])[CH3:66])=[C:26]([O:29][CH3:30])[CH:27]=3)[N:22]=[CH:21][N:20]=2)=[C:16]([F:34])[CH:15]=1, predict the reactants needed to synthesize it. (2) Given the product [CH3:19][CH2:18][CH2:17][C:15]1[N:16]([CH2:64][C:63]2[CH:62]=[CH:61][C:60]([C:55]3[CH:56]=[CH:57][CH:58]=[CH:59][C:54]=3[C:53]3[NH:52][N:51]=[N:50][N:49]=3)=[CH:67][CH:66]=2)[C:12]([C:10]([O:9][CH2:7][C:8]2[O:25][C:24](=[O:27])[O:3][C:2]=2[CH3:1])=[O:11])=[C:13]([C:20]([OH:23])([CH3:21])[CH3:22])[N:14]=1, predict the reactants needed to synthesize it. The reactants are: [CH3:1][C:2](N(C)C)=[O:3].[CH2:7]([O:9][C:10]([C:12]1[NH:16][C:15]([CH2:17][CH2:18][CH3:19])=[N:14][C:13]=1[C:20]([OH:23])([CH3:22])[CH3:21])=[O:11])[CH3:8].[C:24](=[O:27])([O-])[O-:25].[K+].[K+].C([N:49]1[C:53]([C:54]2[CH:59]=[CH:58][CH:57]=[CH:56][C:55]=2[C:60]2[CH:67]=[CH:66][C:63]([CH2:64]Br)=[CH:62][CH:61]=2)=[N:52][N:51]=[N:50]1)(C1C=CC=CC=1)(C1C=CC=CC=1)C1C=CC=CC=1. (3) Given the product [Br:26][CH:1]([C:3]1[N:4]([C:14]2[CH:19]=[CH:18][C:17]([F:20])=[CH:16][CH:15]=2)[C:5](=[O:13])[C:6]2[CH:12]=[CH:11][CH:10]=[N:9][C:7]=2[N:8]=1)[CH3:2], predict the reactants needed to synthesize it. The reactants are: [CH2:1]([C:3]1[N:4]([C:14]2[CH:19]=[CH:18][C:17]([F:20])=[CH:16][CH:15]=2)[C:5](=[O:13])[C:6]2[CH:12]=[CH:11][CH:10]=[N:9][C:7]=2[N:8]=1)[CH3:2].C([O-])(=O)C.[Na+].[Br:26]Br. (4) The reactants are: [B-](F)(F)(F)F.[B-](F)(F)(F)F.C1[N+]2(CCl)CC[N+]([F:21])(CC2)C1.[CH3:22][O:23][C:24]1[CH:25]=[C:26]([C:32]2[N:37]=[CH:36][C:35]3[C:38]([I:47])=[N:39][N:40]([CH:41]4[CH2:46][CH2:45][CH2:44][CH2:43][O:42]4)[C:34]=3[CH:33]=2)[CH:27]=[C:28]([O:30][CH3:31])[CH:29]=1. Given the product [F:21][C:25]1[C:24]([O:23][CH3:22])=[CH:29][C:28]([O:30][CH3:31])=[CH:27][C:26]=1[C:32]1[N:37]=[CH:36][C:35]2[C:38]([I:47])=[N:39][N:40]([CH:41]3[CH2:46][CH2:45][CH2:44][CH2:43][O:42]3)[C:34]=2[CH:33]=1, predict the reactants needed to synthesize it. (5) Given the product [CH2:1]([O:3][C@@H:4]([CH2:14][C:15]1[CH:16]=[CH:17][C:18]([OH:21])=[CH:19][CH:20]=1)[C:5]([OH:7])=[O:6])[CH3:2].[CH2:1]([O:3][C@H:4]([CH2:14][C:15]1[CH:16]=[CH:17][C:18]([OH:21])=[CH:19][CH:20]=1)[C:5]([O:7][CH2:8][CH2:9][CH2:10][CH2:11][CH2:12][CH3:13])=[O:6])[CH3:2], predict the reactants needed to synthesize it. The reactants are: [CH2:1]([O:3][CH:4]([CH2:14][C:15]1[CH:20]=[CH:19][C:18]([OH:21])=[CH:17][CH:16]=1)[C:5]([O:7][CH2:8][CH2:9][CH2:10][CH2:11][CH2:12][CH3:13])=[O:6])[CH3:2].P([O-])([O-])([O-])=O.C([O-])(=O)C.